This data is from Experimentally validated miRNA-target interactions with 360,000+ pairs, plus equal number of negative samples. The task is: Binary Classification. Given a miRNA mature sequence and a target amino acid sequence, predict their likelihood of interaction. (1) The miRNA is hsa-miR-340-5p with sequence UUAUAAAGCAAUGAGACUGAUU. The protein sequence of the target gene is MNTEAEQQLLHHARNGNAEEVRQLLETMARNEVIADINCKGRSKSNLGWTPLHLACYFGHRQVVQDLLKAGAEVNVLNDMGDTPLHRAAFTGRKELVMLLLEYNADTTIVNGSGQTAKEVTHAEEIRSMLEAVERTQQRKLEELLLAAAREGKTTELTALLNRPNPPDVNCSDQLGNTPLHCAAYRAHKQCALKLLRSGADPNLKNKNDQKPLDLAQGAEMKHILVGNKVIYKALKRYEGPLWKSSRFFGWRLFWVVLEHGVLSWYRKQPDAVHNIYRQGCKHLTQAVCTVKSTDSCLFF.... Result: 1 (interaction). (2) The miRNA is hsa-miR-1249-3p with sequence ACGCCCUUCCCCCCCUUCUUCA. The protein sequence of the target gene is MVGGEAAAAVEELVSGVRQAADFAEQFRSYSESEKQWKARMEFILRHLPDYRDPPDGSGRLDQLLSLSMVWANHLFLGCSYNKDLLDKVMEMADGIEVEDLPQFTTRSELMKKHQS. Result: 0 (no interaction). (3) The miRNA is rno-miR-7a-5p with sequence UGGAAGACUAGUGAUUUUGUUGU. The protein sequence of the target gene is MPSEGRCWETLKALRSSDKGRLCYYRDWLLRREDVLEECMSLPKLSSYSGWVVEHVLPHMQENQPLSETSPSSTSASALDQPSFVPKSPDASSAFSPASPATPNGTKGKDESQHTESMVLQSSRGIKVEGCVRMYELVHRMKGTEGLRLWQEEQERKVQALSEMASEQLKRFDEWKELKQHKEFQDLREVMEKSSREALGHQEKLKAEHRHRAKILNLKLREAEQQRVKQAEQERLRKEEGQIRLRALYALQEEMLQLSQQLDASEQHKALLKVDLAAFQTRGNQLCSLISGIIRASSES.... Result: 0 (no interaction). (4) The miRNA is hsa-miR-526b-3p with sequence GAAAGUGCUUCCUUUUAGAGGC. The protein sequence of the target gene is MGNAGSMDSQQTDFRAHNVPLKLPMPEPGELEERFAIVLNAMNLPPDKARLLRQYDNEKKWELICDQERFQVKNPPHTYIQKLKGYLDPAVTRKKFRRRVQESTQVLRELEISLRTNHIGWVREFLNEENKGLDVLVEYLSFAQYAVTFDFESVESTVESSVDKSKPWSRSIEDLHRGSNLPSPVGNSVSRSGRHSALRYNTLPSRRTLKNSRLVSKKDDVHVCIMCLRAIMNYQYGFNMVMSHPHAVNEIALSLNNKNPRTKALVLELLAAVCLVRGGHEIILSAFDNFKEVCGEKQRF.... Result: 1 (interaction). (5) The miRNA is hsa-miR-4736 with sequence AGGCAGGUUAUCUGGGCUG. The protein sequence of the target gene is MELDHMTTGGLHAYPAPRGGPAAKPNVILQIGKCRAEMLEHVRRTHRHLLTEVSKQVERELKGLHRSVGKLENNLDGYVPTGDSQRWKKSIKACLCRCQETIANLERWVKREMHVWREVFYRLERWADRLESMGGKYPVGSEPARHTVSVGVGGPEPYCQEADGYDYTVSPYAITPPPAAGELPEQESVGAQQYQSWVPGEDGQPSPGVDTQIFEDPREFLSHLEEYLRQVGGSEEYWLSQIQNHMNGPAKKWWEFKQGSVKNWVEFKKEFLQYSEGTLSREAIQRELDLPQKQGEPLDQ.... Result: 0 (no interaction). (6) The miRNA is mmu-miR-302b-3p with sequence UAAGUGCUUCCAUGUUUUAGUAG. The protein sequence of the target gene is MARGLGAPHWVAVGLLTWATLGLLVAGLGGHDDLHDDLQEDFHGHSHRHSHEDFHHGHSHAHGHGHTHESIWHGHTHDHDHGHSHEDLHHGHSHGYSHESLYHRGHGHDHEHSHGGYGESGAPGIKQDLDAVTLWAYALGATVLISAAPFFVLFLIPVESNSPRHRSLLQILLSFASGGLLGDAFLHLIPHALEPHSHHTLEQPGHGHSHSGQGPILSVGLWVLSGIVAFLVVEKFVRHVKGGHGHSHGHGHAHSHTRGSHGHGRQERSTKEKQSSEEEEKETRGVQKRRGGSTVPKDGP.... Result: 0 (no interaction). (7) The miRNA is hsa-miR-4507 with sequence CUGGGUUGGGCUGGGCUGGG. The protein sequence of the target gene is MAEEEFSNTTHETFNFTLHTTLGVTTKLVLPTPAKPILPVQTGEQAQQEEQSSGMTIFFSLLVLAICIILVHLLIRYRLHFLPESVAVVSLGILMGAVIKVIEFKKLANWKEEEMFRPNMFFLLLLPPIIFESGYSLHKGNFFQNIGSITLFAVFGTAISAFVVGGGIYFLGQADVISKLNMTDSFAFGSLISAVDPVATIAIFNALHVDPVLNMLVFGESILNDAVSIVLTNTAEGLTRKHMSDVSGWQTFSQALGYFLKMFFGSAALGTLTGLISALVLKHIDLRKTPSLEFGMMIIF.... Result: 0 (no interaction). (8) The miRNA is hsa-miR-8079 with sequence CAGUGAUCGUCUCUGCUGGC. The protein sequence of the target gene is MGALVIRGIRNFNLENRAEREISKMKPSVAPRHPSTNSLLREQISLYPEVKGEIARKDEKLLSFLKDVYVDSKDPVSSLQVKAAETCQEPKEFRLPKDHHFDMINIKSIPKGKISIVEALTLLNNHKLFPETWTAEKIMQEYQLEQKDVNSLLKYFVTFEVEIFPPEDKKAIRSK. Result: 0 (no interaction).